This data is from Reaction yield outcomes from USPTO patents with 853,638 reactions. The task is: Predict the reaction yield, written as a fraction of the theoretical maximum amount of product (1.0 means a 100% yield; for example, 0.34 means a 34% yield). (1) The reactants are F[C:2]1[CH:7]=[CH:6][C:5]([N+:8]([O-:10])=[O:9])=[CH:4][C:3]=1[C:11]([F:14])([F:13])[F:12].[NH:15]1[CH2:20][CH2:19][O:18][CH2:17][CH2:16]1.CCN(CC)CC. The catalyst is CCOC(C)=O. The product is [N+:8]([C:5]1[CH:6]=[CH:7][C:2]([N:15]2[CH2:20][CH2:19][O:18][CH2:17][CH2:16]2)=[C:3]([C:11]([F:14])([F:13])[F:12])[CH:4]=1)([O-:10])=[O:9]. The yield is 0.910. (2) The reactants are C(OC([C:6]1[CH2:7][CH2:8][N:9]([C:20]([O:22][C:23]([CH3:26])([CH3:25])[CH3:24])=[O:21])[CH2:10][C:11]=1[NH:12][CH2:13]C1C=CC=CC=1)=O)C.C(OC(C1CCN(C(OC(C)(C)C)=O)CC1=O)=O)C.C(N)C1C=CC=CC=1. The catalyst is C1(C)C=CC=CC=1. The product is [C:23]([O:22][C:20]([N:9]1[CH2:8][CH2:7][CH:6]2[CH:11]([NH:12][CH2:13]2)[CH2:10]1)=[O:21])([CH3:24])([CH3:25])[CH3:26]. The yield is 0.925. (3) The reactants are [CH:1]1([N:4]2[C:8]([C:9]([F:12])([F:11])[F:10])=[C:7](CC#N)[CH:6]=[N:5]2)[CH2:3][CH2:2]1.[OH-:16].[Na+].[CH3:18][CH2:19][OH:20]. No catalyst specified. The product is [CH:1]1([N:4]2[C:8]([C:9]([F:12])([F:11])[F:10])=[C:7]([CH2:18][C:19]([OH:16])=[O:20])[CH:6]=[N:5]2)[CH2:3][CH2:2]1. The yield is 0.850. (4) The reactants are [OH:1][CH:2]([C:11]1[CH:16]=[CH:15][C:14]([C:17]2[N:21]=[C:20]([C:22]3[O:26][N:25]=[C:24]([C:27]4[CH:32]=[CH:31][CH:30]=[CH:29][CH:28]=4)[C:23]=3[C:33]([F:36])([F:35])[F:34])[O:19][N:18]=2)=[CH:13][CH:12]=1)[C:3]([NH:5][CH2:6][CH2:7][C:8]([OH:10])=O)=[O:4].[CH3:37][C:38]([NH2:41])([CH3:40])[CH3:39].CN1CCOCC1.CN(C(ON1N=NC2C=CC=NC1=2)=[N+](C)C)C.F[P-](F)(F)(F)(F)F. The catalyst is CN(C=O)C. The product is [C:38]([NH:41][C:8](=[O:10])[CH2:7][CH2:6][NH:5][C:3](=[O:4])[CH:2]([OH:1])[C:11]1[CH:12]=[CH:13][C:14]([C:17]2[N:21]=[C:20]([C:22]3[O:26][N:25]=[C:24]([C:27]4[CH:28]=[CH:29][CH:30]=[CH:31][CH:32]=4)[C:23]=3[C:33]([F:36])([F:34])[F:35])[O:19][N:18]=2)=[CH:15][CH:16]=1)([CH3:40])([CH3:39])[CH3:37]. The yield is 0.371.